From a dataset of Forward reaction prediction with 1.9M reactions from USPTO patents (1976-2016). Predict the product of the given reaction. (1) Given the reactants [CH2:1]([O:8][C:9](=[O:23])[NH:10][C@@H:11]1[CH2:19][CH2:18][CH2:17][C:16]2[N:15]([CH2:20][CH2:21][OH:22])[N:14]=[CH:13][C:12]1=2)[C:2]1[CH:7]=[CH:6][CH:5]=[CH:4][CH:3]=1.[CH3:24][S:25](Cl)(=[O:27])=[O:26], predict the reaction product. The product is: [CH2:1]([O:8][C:9]([NH:10][C@@H:11]1[CH2:19][CH2:18][CH2:17][C:16]2[N:15]([CH2:20][CH2:21][O:22][S:25]([CH3:24])(=[O:27])=[O:26])[N:14]=[CH:13][C:12]1=2)=[O:23])[C:2]1[CH:7]=[CH:6][CH:5]=[CH:4][CH:3]=1. (2) Given the reactants [CH3:1][C:2]1[CH:9]=[C:8]([C:10]([F:13])([F:12])[F:11])[C:5]([C:6]#[N:7])=[CH:4][N:3]=1.[OH-].[NH4+].CCN(C(C)C)C(C)C.[O:25](C(OC(C)(C)C)=O)[C:26]([O:28][C:29]([CH3:32])([CH3:31])[CH3:30])=O, predict the reaction product. The product is: [C:29]([O:28][C:26](=[O:25])[NH:7][CH2:6][C:5]1[CH:4]=[N:3][C:2]([CH3:1])=[CH:9][C:8]=1[C:10]([F:11])([F:13])[F:12])([CH3:32])([CH3:31])[CH3:30].